Task: Predict the reactants needed to synthesize the given product.. Dataset: Full USPTO retrosynthesis dataset with 1.9M reactions from patents (1976-2016) (1) Given the product [CH2:19]([O:12][C:5]1[CH:4]=[CH:3][C:2]([I:1])=[CH:11][C:6]=1[C:7]([O:9][CH3:10])=[O:8])[C:20]1[CH:25]=[CH:24][CH:23]=[CH:22][CH:21]=1, predict the reactants needed to synthesize it. The reactants are: [I:1][C:2]1[CH:11]=[C:6]([C:7]([O:9][CH3:10])=[O:8])[C:5]([OH:12])=[CH:4][CH:3]=1.C(=O)([O-])[O-].[K+].[K+].[CH2:19](Br)[C:20]1[CH:25]=[CH:24][CH:23]=[CH:22][CH:21]=1. (2) Given the product [C:26]([O-:29])(=[O:28])[CH3:27].[Br:1][C:2]1[CH:7]=[CH:6][CH:5]=[CH:4][C:3]=1[N:8]1[CH:12]=[CH:11][CH:10]=[C:9]1[CH:13]=[CH:14][CH:15]=[N:21][NH:22][C:23]([NH2:25])=[NH2+:24], predict the reactants needed to synthesize it. The reactants are: [Br:1][C:2]1[CH:7]=[CH:6][CH:5]=[CH:4][C:3]=1[N:8]1[CH:12]=[CH:11][CH:10]=[C:9]1[CH:13]=[CH:14][CH:15]=O.C(=O)(O)O.[NH2:21][NH:22][C:23]([NH2:25])=[NH:24].[C:26]([OH:29])(=[O:28])[CH3:27]. (3) Given the product [CH2:1]([NH:8][C:9]1[CH:16]=[C:15]([C:25]2[CH:24]=[CH:23][CH:22]=[C:21]([C:18]([OH:20])=[O:19])[CH:26]=2)[CH:14]=[CH:13][C:10]=1[C:11]#[N:12])[C:2]1[CH:7]=[CH:6][CH:5]=[CH:4][CH:3]=1, predict the reactants needed to synthesize it. The reactants are: [CH2:1]([NH:8][C:9]1[CH:16]=[C:15](Br)[CH:14]=[CH:13][C:10]=1[C:11]#[N:12])[C:2]1[CH:7]=[CH:6][CH:5]=[CH:4][CH:3]=1.[C:18]([C:21]1[CH:22]=[C:23](B(O)O)[CH:24]=[CH:25][CH:26]=1)([OH:20])=[O:19].C([O-])([O-])=O.[K+].[K+]. (4) Given the product [C:1]([NH:5][C:6]1[N:7]=[C:8]([N:24]2[CH2:28][CH2:27][C@H:26]([OH:29])[CH2:25]2)[C:9]2[N:14]=[N:13][NH:12][C:10]=2[N:11]=1)([CH3:4])([CH3:2])[CH3:3], predict the reactants needed to synthesize it. The reactants are: [C:1]([NH:5][C:6]1[N:7]=[C:8]([N:24]2[CH2:28][CH2:27][C@H:26]([OH:29])[CH2:25]2)[C:9]2[N:14]=[N:13][N:12](CC3C=CC(OC)=CC=3)[C:10]=2[N:11]=1)([CH3:4])([CH3:3])[CH3:2]. (5) Given the product [S:17]1[C:18]2[CH:24]=[CH:23][CH:22]=[CH:21][C:19]=2[N:20]=[C:16]1[O:15][C:11]1[CH:12]=[C:13]2[C:8](=[CH:9][CH:10]=1)[N:7]([CH2:25][CH3:26])[C:6]([CH2:4][OH:3])=[CH:14]2, predict the reactants needed to synthesize it. The reactants are: C([O:3][C:4]([C:6]1[N:7]([CH2:25][CH3:26])[C:8]2[C:13]([CH:14]=1)=[CH:12][C:11]([O:15][C:16]1[S:17][C:18]3[CH:24]=[CH:23][CH:22]=[CH:21][C:19]=3[N:20]=1)=[CH:10][CH:9]=2)=O)C.[H-].[H-].[H-].[H-].[Li+].[Al+3].O.